Dataset: Full USPTO retrosynthesis dataset with 1.9M reactions from patents (1976-2016). Task: Predict the reactants needed to synthesize the given product. (1) The reactants are: [C:1]([O:5][C:6]([NH:8][CH2:9][C:10]1([C:16]([OH:18])=O)[CH2:15][CH2:14][O:13][CH2:12][CH2:11]1)=[O:7])([CH3:4])([CH3:3])[CH3:2].[H-].[Na+].S([O:26][CH3:27])(OC)(=O)=O.[CH3:28]N(C)C=O. Given the product [C:1]([O:5][C:6]([N:8]([CH2:9][C:10]1([C:16]([O:26][CH3:27])=[O:18])[CH2:11][CH2:12][O:13][CH2:14][CH2:15]1)[CH3:28])=[O:7])([CH3:2])([CH3:3])[CH3:4], predict the reactants needed to synthesize it. (2) Given the product [NH2:27][C:8]1[N:7]=[C:6]([O:5][CH2:1][CH2:2][CH2:3][CH3:4])[N:14]=[C:13]2[C:9]=1[NH:10][C:11](=[O:25])[N:12]2[CH2:15][CH2:16][CH2:17][CH2:18][CH:19]1[CH2:24][CH2:23][N:22]([CH:29]2[CH2:34][CH2:33][CH2:32][CH2:31][CH2:30]2)[CH2:21][CH2:20]1, predict the reactants needed to synthesize it. The reactants are: [CH2:1]([O:5][C:6]1[N:14]=[C:13]2[C:9]([N:10]=[C:11]([O:25]C)[N:12]2[CH2:15][CH2:16][CH2:17][CH2:18][CH:19]2[CH2:24][CH2:23][NH:22][CH2:21][CH2:20]2)=[C:8]([NH2:27])[N:7]=1)[CH2:2][CH2:3][CH3:4].I[CH:29]1[CH2:34][CH2:33][CH2:32][CH2:31][CH2:30]1.